From a dataset of Choline transporter screen with 302,306 compounds. Binary Classification. Given a drug SMILES string, predict its activity (active/inactive) in a high-throughput screening assay against a specified biological target. (1) The molecule is O(C(C(=O)NCCC=1CCCCC1)C)C(=O)CNC(=O)c1cc(c(cc1)C)C. The result is 0 (inactive). (2) The drug is O(c1ccc(Cc2[nH]c(c(CC(OCC)=O)c(=O)n2)C)cc1)C(C)C. The result is 0 (inactive). (3) The compound is o1c(CN2C(CN(CC2)Cc2ccc(O)cc2)CCO)ccc1C. The result is 0 (inactive).